Dataset: HIV replication inhibition screening data with 41,000+ compounds from the AIDS Antiviral Screen. Task: Binary Classification. Given a drug SMILES string, predict its activity (active/inactive) in a high-throughput screening assay against a specified biological target. (1) The compound is Cc1c(C)n(-c2ccccc2)c2nc(S(C)=O)nc(S(C)=O)c12. The result is 0 (inactive). (2) The compound is CC1(C)CNC(=O)C2=C(O1)C(=O)OC2. The result is 0 (inactive). (3) The compound is N#CC(=C(c1ccccc1)c1ccccn1)c1ccc(Cl)cc1. The result is 0 (inactive). (4) The compound is COc1cc(CNc2nc3c(N)cc(C(F)(F)F)cc3nc2-c2ccccc2)cc(OC)c1OC. The result is 0 (inactive). (5) The drug is C=C1C2C(=O)C3C4N(C)C5CC3(C1OC(C)=O)C(C2OC(C)=O)C41C(OC(C)=O)C(OC(=O)c2ccccc2)CC(C)(C=O)C51. The result is 0 (inactive). (6) The drug is Nc1ccccc1C(=O)C=Cc1c(O)ccc2ccccc12. The result is 0 (inactive). (7) The molecule is CCOc1ccc(N=Cc2cc(OC)c(OC)c(OC)c2)cc1. The result is 0 (inactive).